This data is from Full USPTO retrosynthesis dataset with 1.9M reactions from patents (1976-2016). The task is: Predict the reactants needed to synthesize the given product. Given the product [NH:1]1[C:9]2[C:4](=[CH:5][C:6]([NH:10][C:11]3[C:20]4[C:15](=[CH:16][CH:17]=[CH:18][CH:19]=4)[N:14]=[C:13]([C:21]4[CH:22]=[C:23]([CH:29]=[CH:30][CH:31]=4)[O:24][CH2:25][C:26]([NH:74][C@H:75]4[CH2:79][CH2:78][N:77]([C:80]([O:82][C:83]([CH3:86])([CH3:85])[CH3:84])=[O:81])[CH2:76]4)=[O:28])[N:12]=3)=[CH:7][CH:8]=2)[CH:3]=[N:2]1, predict the reactants needed to synthesize it. The reactants are: [NH:1]1[C:9]2[C:4](=[CH:5][C:6]([NH:10][C:11]3[C:20]4[C:15](=[CH:16][CH:17]=[CH:18][CH:19]=4)[N:14]=[C:13]([C:21]4[CH:22]=[C:23]([CH:29]=[CH:30][CH:31]=4)[O:24][CH2:25][C:26]([OH:28])=O)[N:12]=3)=[CH:7][CH:8]=2)[CH:3]=[N:2]1.C1CN([P+](ON2N=NC3C=CC=CC2=3)(N2CCCC2)N2CCCC2)CC1.F[P-](F)(F)(F)(F)F.CCN(C(C)C)C(C)C.[NH2:74][C@H:75]1[CH2:79][CH2:78][N:77]([C:80]([O:82][C:83]([CH3:86])([CH3:85])[CH3:84])=[O:81])[CH2:76]1.